From a dataset of Catalyst prediction with 721,799 reactions and 888 catalyst types from USPTO. Predict which catalyst facilitates the given reaction. Reactant: [F:1][C:2]1[CH:3]=[C:4]([CH:13]=[CH:14][C:15]=1[C:16]([F:19])([F:18])[F:17])[C:5]([NH:7][C:8]([CH3:12])([CH3:11])[CH2:9][OH:10])=O.S(Cl)(Cl)=O.[OH-].[Na+]. Product: [F:1][C:2]1[CH:3]=[C:4]([C:5]2[O:10][CH2:9][C:8]([CH3:12])([CH3:11])[N:7]=2)[CH:13]=[CH:14][C:15]=1[C:16]([F:19])([F:18])[F:17]. The catalyst class is: 2.